Dataset: Full USPTO retrosynthesis dataset with 1.9M reactions from patents (1976-2016). Task: Predict the reactants needed to synthesize the given product. (1) Given the product [Br:4][C:5]1[CH:12]=[CH:11][C:32]2[N:31]([CH3:29])[C:35](=[O:19])[NH:34][C:33]=2[C:6]=1[O:16][CH3:17], predict the reactants needed to synthesize it. The reactants are: Cl.[Cl-].[NH4+].[Br:4][C:5]1[CH:12]=[CH:11]C(NC)=C([N+]([O-])=O)[C:6]=1[O:16][CH3:17].S([O-])([O-])(=O)=[O:19].[Mg+2].C1N=CN([C:29]([N:31]2[CH:35]=[N:34][CH:33]=[CH:32]2)=O)C=1. (2) Given the product [CH:14]([CH:2]1[CH2:6][CH2:5][CH2:4][N:3]1[C:7]([O:9][C:10]([CH3:13])([CH3:12])[CH3:11])=[O:8])=[O:15], predict the reactants needed to synthesize it. The reactants are: C[C:2]1([C:14]([O-])=[O:15])[CH2:6][CH2:5][CH2:4][N:3]1[C:7]([O:9][C:10]([CH3:13])([CH3:12])[CH3:11])=[O:8].CC(C[AlH]CC(C)C)C. (3) Given the product [Cl:19][C:14]1[CH:13]=[C:12]([CH:17]=[CH:16][C:15]=1[Cl:18])[O:11][CH:8]1[CH2:9][CH2:10][N:5]([CH2:4][C@H:3]([OH:20])[CH2:2][NH:1][C:30]([C:28]2[S:29][C:25]([S:22]([CH3:21])(=[O:24])=[O:23])=[CH:26][CH:27]=2)=[O:31])[CH2:6][CH2:7]1, predict the reactants needed to synthesize it. The reactants are: [NH2:1][CH2:2][C@@H:3]([OH:20])[CH2:4][N:5]1[CH2:10][CH2:9][CH:8]([O:11][C:12]2[CH:17]=[CH:16][C:15]([Cl:18])=[C:14]([Cl:19])[CH:13]=2)[CH2:7][CH2:6]1.[CH3:21][S:22]([C:25]1[S:29][C:28]([C:30](O)=[O:31])=[CH:27][CH:26]=1)(=[O:24])=[O:23]. (4) Given the product [CH3:11][C:5]1[S:6][C:7]2[CH2:8][CH2:9][O:10][C:2](=[O:1])[C:3]=2[N:4]=1, predict the reactants needed to synthesize it. The reactants are: [OH:1][CH2:2][C:3]1[N:4]=[C:5]([CH3:11])[S:6][C:7]=1[CH2:8][CH2:9][OH:10].C(Cl)Cl. (5) Given the product [OH:5][C@H:6]([CH2:7][O:4][CH2:1][C:2]#[CH:3])[CH2:8][O:9][C:10]1[CH:11]=[CH:12][C:13]([C:16]([C:19]2[CH:20]=[CH:21][C:22]([OH:25])=[CH:23][CH:24]=2)([CH3:18])[CH3:17])=[CH:14][CH:15]=1, predict the reactants needed to synthesize it. The reactants are: [CH2:1]([OH:4])[C:2]#[CH:3].[O:5]1[CH2:7][C@@H:6]1[CH2:8][O:9][C:10]1[CH:15]=[CH:14][C:13]([C:16]([C:19]2[CH:24]=[CH:23][C:22]([OH:25])=[CH:21][CH:20]=2)([CH3:18])[CH3:17])=[CH:12][CH:11]=1.FC(F)(F)S([O-])(=O)=O.[Er+3].FC(F)(F)S([O-])(=O)=O.FC(F)(F)S([O-])(=O)=O.